This data is from Catalyst prediction with 721,799 reactions and 888 catalyst types from USPTO. The task is: Predict which catalyst facilitates the given reaction. (1) Reactant: [OH:1][CH2:2][C:3]12[CH2:10][CH2:9][C:6]([C:11]3[NH:19][C:18]4[C:17](=[O:20])[NH:16][C:15](=[O:21])[N:14]([CH2:22][CH2:23][CH3:24])[C:13]=4[N:12]=3)([CH2:7][CH2:8]1)[CH2:5][CH2:4]2.CCN(CC)CC. Product: [O:21]=[C:15]1[N:14]([CH2:22][CH2:23][CH3:24])[C:13]2[N:12]=[C:11]([C:6]34[CH2:7][CH2:8][C:3]([CH:2]=[O:1])([CH2:10][CH2:9]3)[CH2:4][CH2:5]4)[NH:19][C:18]=2[C:17](=[O:20])[NH:16]1. The catalyst class is: 197. (2) Reactant: [CH:1]([C:4]1[CH:5]=[C:6]([OH:12])[CH:7]=[CH:8][C:9]=1[O:10][CH3:11])([CH3:3])[CH3:2].[OH-].[Na+].[Br:15][C:16]1[CH:21]=[C:20]([N+:22]([O-:24])=[O:23])[CH:19]=[C:18]([Br:25])[C:17]=1I.O. Product: [Br:15][C:16]1[CH:21]=[C:20]([N+:22]([O-:24])=[O:23])[CH:19]=[C:18]([Br:25])[C:17]=1[O:12][C:6]1[CH:7]=[CH:8][C:9]([O:10][CH3:11])=[C:4]([CH:1]([CH3:3])[CH3:2])[CH:5]=1. The catalyst class is: 9. (3) Reactant: [CH:1]1([O:4][C:5]2[CH:14]=[C:13]3[C:8]([C:9]([CH3:22])=[CH:10][C:11](=[O:21])[N:12]3[CH2:15][CH:16]3OCC[O:17]3)=[CH:7][CH:6]=2)[CH2:3][CH2:2]1.FC(F)(F)C(O)=O.C(=O)([O-])O.[Na+].[OH-].[Na+]. Product: [CH:1]1([O:4][C:5]2[CH:14]=[C:13]3[C:8]([C:9]([CH3:22])=[CH:10][C:11](=[O:21])[N:12]3[CH2:15][CH:16]=[O:17])=[CH:7][CH:6]=2)[CH2:2][CH2:3]1. The catalyst class is: 69. (4) Reactant: [CH3:1][S:2]([N:5]1[CH2:10][CH2:9][N:8]([CH2:11][C:12]2[S:34][C:15]3[N:16]=[C:17]([C:26]4[CH:27]=[N:28][CH:29]=[C:30]([CH:33]=4)[CH:31]=[O:32])[N:18]=[C:19]([N:20]4[CH2:25][CH2:24][O:23][CH2:22][CH2:21]4)[C:14]=3[CH:13]=2)[CH2:7][CH2:6]1)(=[O:4])=[O:3].C(O[BH-](OC(=O)C)OC(=O)C)(=O)C.[Na+].O.C(Cl)Cl. Product: [O:23]1[CH2:24][CH2:25][N:20]([C:19]2[C:14]3[CH:13]=[C:12]([CH2:11][N:8]4[CH2:7][CH2:6][N:5]([S:2]([CH3:1])(=[O:4])=[O:3])[CH2:10][CH2:9]4)[S:34][C:15]=3[N:16]=[C:17]([C:26]3[CH:33]=[C:30]([CH2:31][OH:32])[CH:29]=[N:28][CH:27]=3)[N:18]=2)[CH2:21][CH2:22]1. The catalyst class is: 26. (5) Reactant: C1(P(C2C=CC=CC=2)C2C=CC=CC=2)C=CC=CC=1.[Br:20]Br.[Cl:22][C:23]1[CH:24]=[C:25]([CH:30]=[C:31]([CH2:33]O)[CH:32]=1)[C:26]([NH:28][CH3:29])=[O:27]. Product: [Br:20][CH2:33][C:31]1[CH:30]=[C:25]([CH:24]=[C:23]([Cl:22])[CH:32]=1)[C:26]([NH:28][CH3:29])=[O:27]. The catalyst class is: 10. (6) Reactant: C(Cl)(=O)C(Cl)=O.[CH3:7][CH:8]([O:10][C:11]1[CH:12]=[C:13]([CH:17]=[C:18]([O:20]CC2C=CC=CC=2)[CH:19]=1)[C:14]([OH:16])=O)[CH3:9].[NH2:28][C:29]1[CH:34]=[N:33][C:32]([CH3:35])=[CH:31][N:30]=1.N1C=CC=CC=1. Product: [OH:20][C:18]1[CH:17]=[C:13]([CH:12]=[C:11]([O:10][CH:8]([CH3:7])[CH3:9])[CH:19]=1)[C:14]([NH:28][C:29]1[CH:34]=[N:33][C:32]([CH3:35])=[CH:31][N:30]=1)=[O:16]. The catalyst class is: 2. (7) Reactant: [Br:1][C:2]1[CH:11]=[C:10]2[C:5]([CH2:6][CH2:7][CH2:8][C:9]2=NNC(N)=S)=[CH:4][CH:3]=1.C[OH:18].NNC(N)=S. Product: [Br:1][C:2]1[CH:11]=[C:10]2[C:5]([CH2:6][CH2:7][CH2:8][C:9]2=[O:18])=[CH:4][CH:3]=1. The catalyst class is: 52.